Task: Regression. Given two drug SMILES strings and cell line genomic features, predict the synergy score measuring deviation from expected non-interaction effect.. Dataset: NCI-60 drug combinations with 297,098 pairs across 59 cell lines (1) Drug 1: C1=CC(=CC=C1C#N)C(C2=CC=C(C=C2)C#N)N3C=NC=N3. Drug 2: COCCOC1=C(C=C2C(=C1)C(=NC=N2)NC3=CC=CC(=C3)C#C)OCCOC.Cl. Cell line: MCF7. Synergy scores: CSS=-0.452, Synergy_ZIP=1.86, Synergy_Bliss=1.33, Synergy_Loewe=2.28, Synergy_HSA=-0.176. (2) Drug 1: CC12CCC3C(C1CCC2=O)CC(=C)C4=CC(=O)C=CC34C. Drug 2: CC1C(C(CC(O1)OC2CC(OC(C2O)C)OC3=CC4=CC5=C(C(=O)C(C(C5)C(C(=O)C(C(C)O)O)OC)OC6CC(C(C(O6)C)O)OC7CC(C(C(O7)C)O)OC8CC(C(C(O8)C)O)(C)O)C(=C4C(=C3C)O)O)O)O. Cell line: SNB-75. Synergy scores: CSS=20.7, Synergy_ZIP=-3.51, Synergy_Bliss=1.98, Synergy_Loewe=3.68, Synergy_HSA=2.94. (3) Drug 1: CS(=O)(=O)C1=CC(=C(C=C1)C(=O)NC2=CC(=C(C=C2)Cl)C3=CC=CC=N3)Cl. Drug 2: CC(C1=C(C=CC(=C1Cl)F)Cl)OC2=C(N=CC(=C2)C3=CN(N=C3)C4CCNCC4)N. Cell line: OVCAR-5. Synergy scores: CSS=17.6, Synergy_ZIP=-3.54, Synergy_Bliss=3.92, Synergy_Loewe=-0.387, Synergy_HSA=3.23. (4) Drug 1: C1CC(=O)NC(=O)C1N2CC3=C(C2=O)C=CC=C3N. Drug 2: COC1=NC(=NC2=C1N=CN2C3C(C(C(O3)CO)O)O)N. Cell line: DU-145. Synergy scores: CSS=1.72, Synergy_ZIP=0.251, Synergy_Bliss=0.375, Synergy_Loewe=-0.485, Synergy_HSA=-1.52. (5) Drug 1: CC(CN1CC(=O)NC(=O)C1)N2CC(=O)NC(=O)C2. Drug 2: CC1=C(C=C(C=C1)C(=O)NC2=CC(=CC(=C2)C(F)(F)F)N3C=C(N=C3)C)NC4=NC=CC(=N4)C5=CN=CC=C5. Cell line: COLO 205. Synergy scores: CSS=48.6, Synergy_ZIP=0.738, Synergy_Bliss=1.07, Synergy_Loewe=-2.17, Synergy_HSA=-1.77. (6) Drug 1: COC1=C(C=C2C(=C1)N=CN=C2NC3=CC(=C(C=C3)F)Cl)OCCCN4CCOCC4. Drug 2: C1=NNC2=C1C(=O)NC=N2. Cell line: T-47D. Synergy scores: CSS=16.7, Synergy_ZIP=-1.80, Synergy_Bliss=4.54, Synergy_Loewe=-25.6, Synergy_HSA=3.66. (7) Drug 1: COC1=NC(=NC2=C1N=CN2C3C(C(C(O3)CO)O)O)N. Drug 2: CCC1(C2=C(COC1=O)C(=O)N3CC4=CC5=C(C=CC(=C5CN(C)C)O)N=C4C3=C2)O.Cl. Cell line: SNB-75. Synergy scores: CSS=23.0, Synergy_ZIP=-6.57, Synergy_Bliss=1.19, Synergy_Loewe=-14.6, Synergy_HSA=0.391. (8) Drug 1: C1=NC2=C(N1)C(=S)N=CN2. Drug 2: CC12CCC3C(C1CCC2OP(=O)(O)O)CCC4=C3C=CC(=C4)OC(=O)N(CCCl)CCCl.[Na+]. Cell line: DU-145. Synergy scores: CSS=33.2, Synergy_ZIP=-6.83, Synergy_Bliss=-6.36, Synergy_Loewe=-20.8, Synergy_HSA=-5.04.